Dataset: Forward reaction prediction with 1.9M reactions from USPTO patents (1976-2016). Task: Predict the product of the given reaction. (1) Given the reactants [OH:1][CH2:2][CH2:3][NH2:4].[CH:5]1([CH2:11]Br)[CH2:10][CH2:9][CH2:8][CH2:7][CH2:6]1, predict the reaction product. The product is: [CH:5]1([CH2:11][NH:4][CH2:3][CH2:2][OH:1])[CH2:10][CH2:9][CH2:8][CH2:7][CH2:6]1. (2) Given the reactants [CH3:1][CH:2]1[CH2:11][C:10]2[C:5](=[CH:6][C:7]([C:12]([F:15])([F:14])[F:13])=[CH:8][CH:9]=2)[C:4](=[O:16])[NH:3]1.Br[C:18]1[CH:19]=[N:20][CH:21]=[CH:22][CH:23]=1.O1CCOCC1.P([O-])([O-])([O-])=O.[K+].[K+].[K+], predict the reaction product. The product is: [CH3:1][CH:2]1[CH2:11][C:10]2[C:5](=[CH:6][C:7]([C:12]([F:13])([F:15])[F:14])=[CH:8][CH:9]=2)[C:4](=[O:16])[N:3]1[C:18]1[CH:19]=[N:20][CH:21]=[CH:22][CH:23]=1. (3) Given the reactants [Br:1][C:2]1[CH:3]=[C:4]([CH:7]=[CH:8][CH:9]=1)[CH2:5]Br.[Mg].[Br-].[Li+].[C:13]12([C:23](Cl)=[O:24])[CH2:22][CH:17]3[CH2:18][CH:19]([CH2:21][CH:15]([CH2:16]3)[CH2:14]1)[CH2:20]2, predict the reaction product. The product is: [C:13]12([C:23](=[O:24])[CH2:5][C:4]3[CH:7]=[CH:8][CH:9]=[C:2]([Br:1])[CH:3]=3)[CH2:20][CH:19]3[CH2:18][CH:17]([CH2:16][CH:15]([CH2:21]3)[CH2:14]1)[CH2:22]2. (4) The product is: [CH2:49]([O:51][C:36]1[C:25]([CH:23]([C:16]2[CH:15]=[CH:20][C:19]([CH2:21][CH3:22])=[CH:18][CH:17]=2)[OH:24])=[CH:26][CH:33]=[CH:34][N:35]=1)[C:50]1[CH:19]=[CH:20][CH:15]=[CH:16][CH:17]=1. Given the reactants C(OC1C([C:15]2[CH:20]=[C:19]([CH2:21][CH3:22])[CH:18]=[CH:17][C:16]=2[C:23]([C:25]2C=CC(CC)=C[C:26]=2[C:33]2[C:34](OCC3C=CC=CC=3)=[N:35][CH:36]=CC=2)=[O:24])=CC=CN=1)C1C=CC=CC=1.[BH4-].[Na+].[CH2:49]([OH:51])[CH3:50], predict the reaction product. (5) Given the reactants [H-].[H-].[H-].[H-].[Li+].[Al+3].[OH:7][C:8]1[CH:19]=[CH:18][CH:17]=[CH:16][C:9]=1[C:10]([NH:12][CH2:13][CH2:14][CH3:15])=O.[CH3:20][C:21]([O:24][C:25](O[C:25]([O:24][C:21]([CH3:23])([CH3:22])[CH3:20])=[O:26])=[O:26])([CH3:23])[CH3:22].C([O-])(O)=O.[Na+], predict the reaction product. The product is: [OH:7][C:8]1[CH:19]=[CH:18][CH:17]=[CH:16][C:9]=1[CH2:10][N:12]([CH2:13][CH2:14][CH3:15])[C:25](=[O:26])[O:24][C:21]([CH3:23])([CH3:22])[CH3:20]. (6) The product is: [CH3:28][C:25]([C:23]1[CH:24]=[C:19]([C:17]2[N:1]=[C:2]([CH2:3][CH2:4][N:5]([C:6]([O:7][C:8]([CH3:9])([CH3:10])[CH3:11])=[O:12])[CH3:13])[S:14][CH:16]=2)[CH:20]=[C:21]([C:30]([CH3:33])([CH3:32])[CH3:31])[C:22]=1[OH:29])([CH3:26])[CH3:27]. Given the reactants [NH2:1][C:2](=[S:14])[CH2:3][CH2:4][N:5]([CH3:13])[C:6](=[O:12])[O:7][C:8]([CH3:11])([CH3:10])[CH3:9].Br[CH2:16][C:17]([C:19]1[CH:24]=[C:23]([C:25]([CH3:28])([CH3:27])[CH3:26])[C:22]([OH:29])=[C:21]([C:30]([CH3:33])([CH3:32])[CH3:31])[CH:20]=1)=O, predict the reaction product. (7) Given the reactants Br[C:2]1[S:6][C:5]([CH2:7][N:8]2[C:16]3[C:11](=[C:12]([C:19]([F:22])([F:21])[F:20])[C:13]([C:17]#[N:18])=[CH:14][CH:15]=3)[CH:10]=[C:9]2[CH3:23])=[CH:4][CH:3]=1.[F:24][C:25]([F:36])([F:35])[C:26]1[CH:27]=[C:28](B(O)O)[CH:29]=[CH:30][CH:31]=1, predict the reaction product. The product is: [CH3:23][C:9]1[N:8]([CH2:7][C:5]2[S:6][C:2]([C:30]3[CH:29]=[CH:28][CH:27]=[C:26]([C:25]([F:36])([F:35])[F:24])[CH:31]=3)=[CH:3][CH:4]=2)[C:16]2[C:11]([CH:10]=1)=[C:12]([C:19]([F:22])([F:21])[F:20])[C:13]([C:17]#[N:18])=[CH:14][CH:15]=2.